This data is from Full USPTO retrosynthesis dataset with 1.9M reactions from patents (1976-2016). The task is: Predict the reactants needed to synthesize the given product. The reactants are: [CH3:1][O:2][C:3]1[C:7]2[C:8](=[O:25])[N:9]([CH2:16][C:17](=[O:24])[C:18]3[CH:23]=[CH:22][CH:21]=[CH:20][CH:19]=3)[C:10]3[CH:11]=[CH:12][CH:13]=[CH:14][C:15]=3[C:6]=2[S:5][C:4]=1[C:26]([N:28]([CH3:40])[CH2:29][CH2:30][CH2:31][NH:32]C(=O)OC(C)(C)C)=[O:27].C(OC(=O)C)C.[ClH:47]. Given the product [ClH:47].[NH2:32][CH2:31][CH2:30][CH2:29][N:28]([CH3:40])[C:26]([C:4]1[S:5][C:6]2[C:15]3[CH:14]=[CH:13][CH:12]=[CH:11][C:10]=3[N:9]([CH2:16][C:17](=[O:24])[C:18]3[CH:23]=[CH:22][CH:21]=[CH:20][CH:19]=3)[C:8](=[O:25])[C:7]=2[C:3]=1[O:2][CH3:1])=[O:27], predict the reactants needed to synthesize it.